Dataset: NCI-60 drug combinations with 297,098 pairs across 59 cell lines. Task: Regression. Given two drug SMILES strings and cell line genomic features, predict the synergy score measuring deviation from expected non-interaction effect. Drug 1: CC1CCC2CC(C(=CC=CC=CC(CC(C(=O)C(C(C(=CC(C(=O)CC(OC(=O)C3CCCCN3C(=O)C(=O)C1(O2)O)C(C)CC4CCC(C(C4)OC)O)C)C)O)OC)C)C)C)OC. Drug 2: CS(=O)(=O)CCNCC1=CC=C(O1)C2=CC3=C(C=C2)N=CN=C3NC4=CC(=C(C=C4)OCC5=CC(=CC=C5)F)Cl. Cell line: MDA-MB-435. Synergy scores: CSS=0.0280, Synergy_ZIP=-0.149, Synergy_Bliss=6.00, Synergy_Loewe=-8.77, Synergy_HSA=-0.209.